This data is from Catalyst prediction with 721,799 reactions and 888 catalyst types from USPTO. The task is: Predict which catalyst facilitates the given reaction. (1) Reactant: C([O:8][C:9](=[O:36])[C:10]1[CH:15]=[CH:14][C:13]([CH2:16][N:17]2[CH2:21][C:20](=[O:22])[N:19]([CH2:23][C:24]3[CH:29]=[CH:28][C:27]([O:30][CH3:31])=[CH:26][C:25]=3[O:32][CH3:33])[S:18]2(=[O:35])=[O:34])=[CH:12][CH:11]=1)C1C=CC=CC=1.[H][H]. Product: [CH3:33][O:32][C:25]1[CH:26]=[C:27]([O:30][CH3:31])[CH:28]=[CH:29][C:24]=1[CH2:23][N:19]1[S:18](=[O:35])(=[O:34])[N:17]([CH2:16][C:13]2[CH:14]=[CH:15][C:10]([C:9]([OH:36])=[O:8])=[CH:11][CH:12]=2)[CH2:21][C:20]1=[O:22]. The catalyst class is: 591. (2) Reactant: [Br:1][C:2]1[CH:9]=[CH:8][C:5]([CH:6]=O)=[CH:4][C:3]=1[CH3:10].[CH2:11]([NH2:16])[CH2:12][CH:13]([CH3:15])[CH3:14].[BH4-].[Na+]. Product: [Br:1][C:2]1[CH:9]=[CH:8][C:5]([CH2:6][NH:16][CH2:11][CH2:12][CH:13]([CH3:15])[CH3:14])=[CH:4][C:3]=1[CH3:10]. The catalyst class is: 5. (3) Reactant: [NH2:1][C:2]1[N:7]=[C:6]([Cl:8])[CH:5]=[C:4](Cl)[N:3]=1.[OH:10][C:11]1[CH:12]=[C:13]2[C:17](=[CH:18][CH:19]=1)[NH:16][CH:15]=[CH:14]2.[OH-].[Na+].CCOC(C)=O.CCCCCC. Product: [NH2:1][C:2]1[N:3]=[C:4]([O:10][C:11]2[CH:12]=[C:13]3[C:17](=[CH:18][CH:19]=2)[NH:16][CH:15]=[CH:14]3)[CH:5]=[C:6]([Cl:8])[N:7]=1. The catalyst class is: 95. (4) Reactant: Cl[C:2]1[CH:7]=[CH:6][C:5]2[O:8][C:9]3([CH3:20])[CH2:13][CH2:12][CH2:11][CH:10]3[C:14]3([CH2:18][O:17][C:16]([NH2:19])=[N:15]3)[C:4]=2[CH:3]=1.F[B-](F)(F)F.C1([PH+](C2CCCCC2)C2CCCCC2)CCCCC1.[O-]P([O-])([O-])=O.[K+].[K+].[K+].[F:53][C:54]1[C:59](B(O)O)=[CH:58][CH:57]=[CH:56][N:55]=1. Product: [F:53][C:54]1[C:59]([C:2]2[CH:7]=[CH:6][C:5]3[O:8][C:9]4([CH3:20])[CH2:13][CH2:12][CH2:11][CH:10]4[C:14]4([CH2:18][O:17][C:16]([NH2:19])=[N:15]4)[C:4]=3[CH:3]=2)=[CH:58][CH:57]=[CH:56][N:55]=1. The catalyst class is: 110. (5) Reactant: [CH3:1][C:2]([CH3:22])([CH3:21])[C:3]#[C:4][C:5]1[CH:10]=[C:9]([N+:11]([O-:13])=[O:12])[C:8](F)=[CH:7][C:6]=1[NH:15]C(=O)CCC.[CH3:23][C:24]([O-:27])([CH3:26])[CH3:25].[K+].O. Product: [C:24]([O:27][C:8]1[CH:7]=[C:6]2[C:5]([CH:4]=[C:3]([C:2]([CH3:1])([CH3:21])[CH3:22])[NH:15]2)=[CH:10][C:9]=1[N+:11]([O-:13])=[O:12])([CH3:26])([CH3:25])[CH3:23]. The catalyst class is: 3. (6) Reactant: [NH2:1][C:2]1[S:25][C:5]2=[N:6][C:7]([CH3:24])=[C:8](C(O)=O)[C:9]([NH:10][S:11]([C:14]3[CH:19]=[CH:18][CH:17]=[C:16]([Cl:20])[CH:15]=3)(=[O:13])=[O:12])=[C:4]2[C:3]=1[C:26]1[CH:31]=[CH:30][CH:29]=[C:28]([O:32][CH3:33])[CH:27]=1.N1C2C(=CC=CC=2)C=CC=1. The catalyst class is: 536. Product: [NH2:1][C:2]1[S:25][C:5]2=[N:6][C:7]([CH3:24])=[CH:8][C:9]([NH:10][S:11]([C:14]3[CH:19]=[CH:18][CH:17]=[C:16]([Cl:20])[CH:15]=3)(=[O:12])=[O:13])=[C:4]2[C:3]=1[C:26]1[CH:31]=[CH:30][CH:29]=[C:28]([O:32][CH3:33])[CH:27]=1.